Dataset: Full USPTO retrosynthesis dataset with 1.9M reactions from patents (1976-2016). Task: Predict the reactants needed to synthesize the given product. Given the product [CH3:31][C:26]1[C:25]2[C:29](=[CH:30][C:22]([NH:21][C:4]3[C:5]4[CH:10]=[CH:9][N:8]([S:11]([C:14]5[CH:20]=[CH:19][C:17]([CH3:18])=[CH:16][CH:15]=5)(=[O:13])=[O:12])[C:6]=4[N:7]=[C:2]([NH:32][C:33]4[CH:34]=[CH:35][C:36]([N:39]5[CH2:40][CH2:41][N:42]([C:45](=[O:47])[CH3:46])[CH2:43][CH2:44]5)=[CH:37][CH:38]=4)[N:3]=3)=[CH:23][CH:24]=2)[NH:28][N:27]=1, predict the reactants needed to synthesize it. The reactants are: Cl[C:2]1[N:3]=[C:4]([NH:21][C:22]2[CH:30]=[C:29]3[C:25]([C:26]([CH3:31])=[N:27][NH:28]3)=[CH:24][CH:23]=2)[C:5]2[CH:10]=[CH:9][N:8]([S:11]([C:14]3[CH:20]=[CH:19][C:17]([CH3:18])=[CH:16][CH:15]=3)(=[O:13])=[O:12])[C:6]=2[N:7]=1.[NH2:32][C:33]1[CH:38]=[CH:37][C:36]([N:39]2[CH2:44][CH2:43][N:42]([C:45](=[O:47])[CH3:46])[CH2:41][CH2:40]2)=[CH:35][CH:34]=1.C[Si](Cl)(C)C.